This data is from TCR-epitope binding with 47,182 pairs between 192 epitopes and 23,139 TCRs. The task is: Binary Classification. Given a T-cell receptor sequence (or CDR3 region) and an epitope sequence, predict whether binding occurs between them. (1) The epitope is LLDFVRFMGV. The TCR CDR3 sequence is CASSERYEETQYF. Result: 1 (the TCR binds to the epitope). (2) The epitope is KLWAQCVQL. The TCR CDR3 sequence is CASSMTSGAKPGELFF. Result: 1 (the TCR binds to the epitope). (3) The epitope is YFPLQSYGF. The TCR CDR3 sequence is CASSPYPGLAPDTQYF. Result: 1 (the TCR binds to the epitope). (4) The epitope is FIAGLIAIV. The TCR CDR3 sequence is CASSATSGRAYLDEQFF. Result: 1 (the TCR binds to the epitope). (5) Result: 0 (the TCR does not bind to the epitope). The TCR CDR3 sequence is CASSLGQQGVNRDWYNEQFF. The epitope is RLRPGGKKR. (6) The epitope is AYILFTRFFYV. The TCR CDR3 sequence is CASSSHDRDGGYSPLHF. Result: 0 (the TCR does not bind to the epitope).